This data is from Full USPTO retrosynthesis dataset with 1.9M reactions from patents (1976-2016). The task is: Predict the reactants needed to synthesize the given product. (1) Given the product [F:1][C:2]1[C:11]([CH:12]([C:14]2[N:18]3[N:19]=[C:20]([N:23]4[CH2:28][CH2:27][N:26]([C:39](=[O:40])[C:38]([F:49])([F:48])[F:37])[CH2:25][CH2:24]4)[CH:21]=[CH:22][C:17]3=[N:16][CH:15]=2)[CH3:13])=[C:10]([F:29])[CH:9]=[C:8]2[C:3]=1[CH:4]=[CH:5][CH:6]=[N:7]2, predict the reactants needed to synthesize it. The reactants are: [F:1][C:2]1[C:11]([CH:12]([C:14]2[N:18]3[N:19]=[C:20]([N:23]4[CH2:28][CH2:27][NH:26][CH2:25][CH2:24]4)[CH:21]=[CH:22][C:17]3=[N:16][CH:15]=2)[CH3:13])=[C:10]([F:29])[CH:9]=[C:8]2[C:3]=1[CH:4]=[CH:5][CH:6]=[N:7]2.C(N(CC)CC)C.[F:37][C:38]([F:49])([F:48])[C:39](O[C:39](=[O:40])[C:38]([F:49])([F:48])[F:37])=[O:40]. (2) Given the product [Br:11][CH2:9][C:8]([C:4]1[CH:5]=[CH:6][CH:7]=[C:2]([F:1])[CH:3]=1)=[O:10], predict the reactants needed to synthesize it. The reactants are: [F:1][C:2]1[CH:3]=[C:4]([C:8](=[O:10])[CH3:9])[CH:5]=[CH:6][CH:7]=1.[Br:11]Br. (3) Given the product [Cl:2][C:3]1[CH:4]=[C:5]([C:14]([NH:29][CH2:28][CH:25]2[CH2:24][CH2:23][N:22]([CH2:21][CH2:20][CH2:19][O:18][CH3:17])[CH2:27][CH2:26]2)=[O:16])[C:6]2[N:7]([CH:11]=[CH:12][N:13]=2)[C:8]=1[NH:9][CH3:10], predict the reactants needed to synthesize it. The reactants are: Cl.[Cl:2][C:3]1[CH:4]=[C:5]([C:14]([OH:16])=O)[C:6]2[N:7]([CH:11]=[CH:12][N:13]=2)[C:8]=1[NH:9][CH3:10].[CH3:17][O:18][CH2:19][CH2:20][CH2:21][N:22]1[CH2:27][CH2:26][CH:25]([CH2:28][NH2:29])[CH2:24][CH2:23]1. (4) Given the product [CH:13]1([S:1][C:2]2[CH:3]=[C:4]([CH2:8][C:9]([O:11][CH3:12])=[O:10])[CH:5]=[CH:6][CH:7]=2)[CH2:17][CH2:16][CH2:15][CH2:14]1, predict the reactants needed to synthesize it. The reactants are: [SH:1][C:2]1[CH:3]=[C:4]([CH2:8][C:9]([O:11][CH3:12])=[O:10])[CH:5]=[CH:6][CH:7]=1.[CH:13]1(Br)[CH2:17][CH2:16][CH2:15][CH2:14]1.[H-].[Na+].C(=O)(O)[O-].[Na+]. (5) Given the product [CH3:16][NH:15][C:13]([C:8]1[CH:7]=[CH:6][C:5]2[C:10](=[CH:11][CH:12]=[C:3]([C:2]([C:17]3[N:18]=[CH:19][N:20]([C:22]([C:23]4[CH:28]=[CH:27][CH:26]=[CH:25][CH:24]=4)([C:29]4[CH:30]=[CH:31][CH:32]=[CH:33][CH:34]=4)[C:35]4[CH:40]=[CH:39][CH:38]=[CH:37][CH:36]=4)[CH:21]=3)=[O:1])[CH:4]=2)[CH:9]=1)=[O:14], predict the reactants needed to synthesize it. The reactants are: [OH:1][CH:2]([C:17]1[N:18]=[CH:19][N:20]([C:22]([C:35]2[CH:40]=[CH:39][CH:38]=[CH:37][CH:36]=2)([C:29]2[CH:34]=[CH:33][CH:32]=[CH:31][CH:30]=2)[C:23]2[CH:28]=[CH:27][CH:26]=[CH:25][CH:24]=2)[CH:21]=1)[C:3]1[CH:4]=[C:5]2[C:10](=[CH:11][CH:12]=1)[CH:9]=[C:8]([C:13]([NH:15][CH3:16])=[O:14])[CH:7]=[CH:6]2.CN(C)C(=O)C. (6) Given the product [F:22][C:23]([F:30])([F:29])[C:24]([NH:21][CH2:20][CH2:19][NH:18][CH:15]1[CH2:16][CH2:17][N:13]([C:6]2[C:5]3[C:10](=[CH:11][CH:12]=[C:3]([O:2][CH3:1])[N:4]=3)[N:9]=[CH:8][CH:7]=2)[CH2:14]1)=[O:25], predict the reactants needed to synthesize it. The reactants are: [CH3:1][O:2][C:3]1[N:4]=[C:5]2[C:10](=[CH:11][CH:12]=1)[N:9]=[CH:8][CH:7]=[C:6]2[N:13]1[CH2:17][CH2:16][CH:15]([NH:18][CH2:19][CH2:20][NH2:21])[CH2:14]1.[F:22][C:23]([F:30])([F:29])[C:24](OCC)=[O:25]. (7) The reactants are: C(O)(=O)C.C(O[BH-](OC(=O)C)OC(=O)C)(=O)C.[Na+].C1(C[N:26]2[CH2:31][CH2:30][CH:29]([NH2:32])[CH2:28][CH2:27]2)C=CC=CC=1.[O:33]1[CH2:38][CH2:37][C:36](=O)[CH2:35][CH2:34]1. Given the product [O:33]1[CH2:38][CH2:37][CH:36]([NH:32][CH:29]2[CH2:28][CH2:27][NH:26][CH2:31][CH2:30]2)[CH2:35][CH2:34]1, predict the reactants needed to synthesize it. (8) Given the product [O:1]1[C:5]2[CH:6]=[CH:7][CH:8]=[CH:9][C:4]=2[N:3]=[C:2]1[C:11]1[CH:20]=[CH:19][C:14]([C:15]([O:17][CH3:18])=[O:16])=[CH:13][CH:12]=1, predict the reactants needed to synthesize it. The reactants are: [O:1]1[C:5]2[CH:6]=[CH:7][CH:8]=[CH:9][C:4]=2[N:3]=[CH:2]1.I[C:11]1[CH:20]=[CH:19][C:14]([C:15]([O:17][CH3:18])=[O:16])=[CH:13][CH:12]=1.C1C=CC(P(C2C=CC=CC=2)C2C=CC=CC=2)=CC=1.C([O-])([O-])=O.[Na+].[Na+].C(N)CN. (9) Given the product [Cl:14][C:12]1[CH:13]=[C:8]([NH:7][C:5](=[O:6])[C:4]([OH:32])=[O:3])[CH:9]=[C:10]([Cl:31])[C:11]=1[O:15][C:16]1[CH:21]=[CH:20][C:19]([OH:22])=[C:18]([S:23]([N:26]2[CH2:30][CH2:29][CH2:28][CH2:27]2)(=[O:25])=[O:24])[CH:17]=1, predict the reactants needed to synthesize it. The reactants are: C([O:3][C:4](=[O:32])[C:5]([NH:7][C:8]1[CH:13]=[C:12]([Cl:14])[C:11]([O:15][C:16]2[CH:21]=[CH:20][C:19]([OH:22])=[C:18]([S:23]([N:26]3[CH2:30][CH2:29][CH2:28][CH2:27]3)(=[O:25])=[O:24])[CH:17]=2)=[C:10]([Cl:31])[CH:9]=1)=[O:6])C.Cl.